From a dataset of NCI-60 drug combinations with 297,098 pairs across 59 cell lines. Regression. Given two drug SMILES strings and cell line genomic features, predict the synergy score measuring deviation from expected non-interaction effect. (1) Drug 1: C1=CC(=CC=C1CCC2=CNC3=C2C(=O)NC(=N3)N)C(=O)NC(CCC(=O)O)C(=O)O. Drug 2: C1=CC=C(C=C1)NC(=O)CCCCCCC(=O)NO. Cell line: DU-145. Synergy scores: CSS=39.8, Synergy_ZIP=-6.34, Synergy_Bliss=3.34, Synergy_Loewe=3.90, Synergy_HSA=7.58. (2) Synergy scores: CSS=0.326, Synergy_ZIP=-0.222, Synergy_Bliss=-0.156, Synergy_Loewe=-8.46, Synergy_HSA=-3.70. Drug 1: C1CN(P(=O)(OC1)NCCCl)CCCl. Drug 2: C(CCl)NC(=O)N(CCCl)N=O. Cell line: HS 578T. (3) Drug 1: CC1=C(C=C(C=C1)C(=O)NC2=CC(=CC(=C2)C(F)(F)F)N3C=C(N=C3)C)NC4=NC=CC(=N4)C5=CN=CC=C5. Drug 2: CC1=C2C(C(=O)C3(C(CC4C(C3C(C(C2(C)C)(CC1OC(=O)C(C(C5=CC=CC=C5)NC(=O)C6=CC=CC=C6)O)O)OC(=O)C7=CC=CC=C7)(CO4)OC(=O)C)O)C)OC(=O)C. Cell line: OVCAR-4. Synergy scores: CSS=12.9, Synergy_ZIP=2.94, Synergy_Bliss=1.41, Synergy_Loewe=-27.7, Synergy_HSA=-4.01. (4) Drug 1: CCC1(CC2CC(C3=C(CCN(C2)C1)C4=CC=CC=C4N3)(C5=C(C=C6C(=C5)C78CCN9C7C(C=CC9)(C(C(C8N6C)(C(=O)OC)O)OC(=O)C)CC)OC)C(=O)OC)O.OS(=O)(=O)O. Drug 2: CC12CCC3C(C1CCC2O)C(CC4=C3C=CC(=C4)O)CCCCCCCCCS(=O)CCCC(C(F)(F)F)(F)F. Cell line: OVCAR-4. Synergy scores: CSS=5.21, Synergy_ZIP=-2.19, Synergy_Bliss=-1.01, Synergy_Loewe=3.22, Synergy_HSA=0.325. (5) Drug 1: CC12CCC(CC1=CCC3C2CCC4(C3CC=C4C5=CN=CC=C5)C)O. Drug 2: C1CCC(C(C1)N)N.C(=O)(C(=O)[O-])[O-].[Pt+4]. Cell line: MDA-MB-435. Synergy scores: CSS=23.2, Synergy_ZIP=2.00, Synergy_Bliss=11.1, Synergy_Loewe=9.17, Synergy_HSA=11.1. (6) Drug 1: CCC1(CC2CC(C3=C(CCN(C2)C1)C4=CC=CC=C4N3)(C5=C(C=C6C(=C5)C78CCN9C7C(C=CC9)(C(C(C8N6C=O)(C(=O)OC)O)OC(=O)C)CC)OC)C(=O)OC)O.OS(=O)(=O)O. Drug 2: CC(C)(C#N)C1=CC(=CC(=C1)CN2C=NC=N2)C(C)(C)C#N. Cell line: UO-31. Synergy scores: CSS=-0.925, Synergy_ZIP=1.34, Synergy_Bliss=0.400, Synergy_Loewe=-2.27, Synergy_HSA=-2.30. (7) Cell line: OVCAR3. Synergy scores: CSS=16.9, Synergy_ZIP=-8.42, Synergy_Bliss=3.10, Synergy_Loewe=-27.2, Synergy_HSA=-0.541. Drug 2: C1CNP(=O)(OC1)N(CCCl)CCCl. Drug 1: CCC1=C2CN3C(=CC4=C(C3=O)COC(=O)C4(CC)O)C2=NC5=C1C=C(C=C5)O.